This data is from Blood-brain barrier permeability classification from the B3DB database. The task is: Regression/Classification. Given a drug SMILES string, predict its absorption, distribution, metabolism, or excretion properties. Task type varies by dataset: regression for continuous measurements (e.g., permeability, clearance, half-life) or binary classification for categorical outcomes (e.g., BBB penetration, CYP inhibition). Dataset: b3db_classification. The drug is CN1CCC[C@@H]1Cc1c[nH]c2ccc(CCS(=O)(=O)c3ccccc3)cc12. The result is 1 (penetrates BBB).